This data is from Full USPTO retrosynthesis dataset with 1.9M reactions from patents (1976-2016). The task is: Predict the reactants needed to synthesize the given product. (1) Given the product [CH3:13][C:14]1[N:11]([C:5]2[CH:10]=[CH:9][CH:8]=[CH:7][CH:6]=2)[N:12]=[C:23]2[C:22]=1[C:21]1[CH:20]=[CH:19][CH:18]=[CH:17][C:16]=1[NH:15][C:24]2=[O:26], predict the reactants needed to synthesize it. The reactants are: C(Cl)(=O)C.[C:5]1([NH:11][NH2:12])[CH:10]=[CH:9][CH:8]=[CH:7][CH:6]=1.[CH3:13][C:14]1[NH:15][C:16]2[C:21]([C:22]=1[C:23](=O)[C:24]([O:26]CC)=O)=[CH:20][CH:19]=[CH:18][CH:17]=2.Cl. (2) Given the product [ClH:43].[Cl:44][C:39]1[CH:38]=[C:37]([C@H:17]2[C@H:16]([N:15]([CH3:45])[C:13](=[O:14])[C:5]3[CH:6]=[C:7]([C:9]([F:11])([F:10])[F:12])[CH:8]=[C:3]([C:2]([F:46])([F:1])[F:47])[CH:4]=3)[CH2:21][CH2:20][N:19]([C:22]([CH:24]3[CH2:29][CH2:28][NH:27][CH2:26][CH2:25]3)=[O:23])[CH2:18]2)[CH:42]=[CH:41][C:40]=1[Cl:43], predict the reactants needed to synthesize it. The reactants are: [F:1][C:2]([F:47])([F:46])[C:3]1[CH:4]=[C:5]([C:13]([N:15]([CH3:45])[C@@H:16]2[CH2:21][CH2:20][N:19]([C:22]([CH:24]3[CH2:29][CH2:28][N:27](C(OC(C)(C)C)=O)[CH2:26][CH2:25]3)=[O:23])[CH2:18][C@H:17]2[C:37]2[CH:42]=[CH:41][C:40]([Cl:43])=[C:39]([Cl:44])[CH:38]=2)=[O:14])[CH:6]=[C:7]([C:9]([F:12])([F:11])[F:10])[CH:8]=1.Cl.C(OCC)(=O)C.